Task: Predict the reactants needed to synthesize the given product.. Dataset: Full USPTO retrosynthesis dataset with 1.9M reactions from patents (1976-2016) The reactants are: C(=O)([O-])[O-].[K+].[K+].Cl.[Br:8][C:9]1[CH:10]=[C:11]2[C:16](=[CH:17][CH:18]=1)[CH:15]([CH:19]1[CH2:24][CH2:23][CH2:22][CH2:21][CH2:20]1)[NH:14][CH2:13][CH2:12]2.[C:25](O[C:25]([O:27][C:28]([CH3:31])([CH3:30])[CH3:29])=[O:26])([O:27][C:28]([CH3:31])([CH3:30])[CH3:29])=[O:26].CN(C1C=CC=CN=1)C. Given the product [Br:8][C:9]1[CH:10]=[C:11]2[C:16](=[CH:17][CH:18]=1)[CH:15]([CH:19]1[CH2:24][CH2:23][CH2:22][CH2:21][CH2:20]1)[N:14]([C:25]([O:27][C:28]([CH3:31])([CH3:30])[CH3:29])=[O:26])[CH2:13][CH2:12]2, predict the reactants needed to synthesize it.